Dataset: Forward reaction prediction with 1.9M reactions from USPTO patents (1976-2016). Task: Predict the product of the given reaction. (1) Given the reactants [F:1][C:2]1[CH:7]=[CH:6][C:5]([CH:8]([N:12]2[CH2:17][CH2:16][O:15][CH2:14][CH2:13]2)[C:9]([OH:11])=O)=[CH:4][CH:3]=1.[CH2:18]([C:20]1[C:21]([C:33]#[N:34])=[CH:22][C:23]2[C:28]([C:29]=1[CH2:30][NH:31][CH3:32])=[CH:27][CH:26]=[CH:25][CH:24]=2)[CH3:19].Cl.CN(C)CCCN=C=NCC.C1C=CC2N(O)N=NC=2C=1, predict the reaction product. The product is: [C:33]([C:21]1[C:20]([CH2:18][CH3:19])=[C:29]([CH2:30][N:31]([CH3:32])[C:9](=[O:11])[CH:8]([C:5]2[CH:4]=[CH:3][C:2]([F:1])=[CH:7][CH:6]=2)[N:12]2[CH2:17][CH2:16][O:15][CH2:14][CH2:13]2)[C:28]2[C:23]([CH:22]=1)=[CH:24][CH:25]=[CH:26][CH:27]=2)#[N:34]. (2) Given the reactants C([O:3][C:4](=[O:33])[CH2:5][S:6][C:7]1[S:11][C:10]([NH:12][C:13]([N:15]([CH2:27][CH:28]2[CH2:32][CH2:31][CH2:30][CH2:29]2)[C:16]2[CH:21]=[CH:20][CH:19]=[C:18]([NH:22][S:23]([CH3:26])(=[O:25])=[O:24])[CH:17]=2)=[O:14])=[N:9][CH:8]=1)C.C1(CN(C2C=CC(F)=C(F)C=2)C(=O)NC2SC=C(CC(O)=O)N=2)CCCC1.NC1C=C(NS(C)(=O)=O)C=CC=1.C1(C=O)CCCC1.C(OC(=O)CSC1SC(N)=NC=1)C, predict the reaction product. The product is: [CH:28]1([CH2:27][N:15]([C:16]2[CH:21]=[CH:20][CH:19]=[C:18]([NH:22][S:23]([CH3:26])(=[O:25])=[O:24])[CH:17]=2)[C:13](=[O:14])[NH:12][C:10]2[S:11][C:7]([S:6][CH2:5][C:4]([OH:33])=[O:3])=[CH:8][N:9]=2)[CH2:32][CH2:31][CH2:30][CH2:29]1. (3) Given the reactants C(Cl)(=O)C(Cl)=O.[OH:7][C:8]1[CH:13]=[CH:12][C:11]([CH:14]([CH3:18])[C:15]([OH:17])=O)=[CH:10][C:9]=1[N+:19]([O-:21])=[O:20].CN(C)C=O.[NH2:27][C:28]1[S:32][N:31]=[C:30]([CH2:33][CH3:34])[C:29]=1[Cl:35], predict the reaction product. The product is: [Cl:35][C:29]1[C:30]([CH2:33][CH3:34])=[N:31][S:32][C:28]=1[NH:27][C:15](=[O:17])[CH:14]([C:11]1[CH:12]=[CH:13][C:8]([OH:7])=[C:9]([N+:19]([O-:21])=[O:20])[CH:10]=1)[CH3:18]. (4) Given the reactants [F:1][C:2]1[CH:7]=[C:6]([N+:8]([O-])=O)[CH:5]=[C:4]([O:11][CH3:12])[C:3]=1[O:13][CH3:14], predict the reaction product. The product is: [F:1][C:2]1[CH:7]=[C:6]([CH:5]=[C:4]([O:11][CH3:12])[C:3]=1[O:13][CH3:14])[NH2:8]. (5) Given the reactants [F:1][C:2]1[CH:7]=[C:6]([F:8])[CH:5]=[CH:4][C:3]=1[N:9]1[C:16]2[C@H:15]3[CH2:17][C@H:14]3[CH2:13][C:12]=2[C:11]([C:18](O)=[O:19])=[N:10]1.[O:21]1[CH2:26][CH2:25][CH:24]([CH2:27][NH2:28])[CH2:23][CH2:22]1.CN(C(ON1N=NC2C=CC=NC1=2)=[N+](C)C)C.F[P-](F)(F)(F)(F)F.CCN(CC)CC, predict the reaction product. The product is: [O:21]1[CH2:26][CH2:25][CH:24]([CH2:27][NH:28][C:18]([C:11]2[C:12]3[CH2:13][C@@H:14]4[CH2:17][C@@H:15]4[C:16]=3[N:9]([C:3]3[CH:4]=[CH:5][C:6]([F:8])=[CH:7][C:2]=3[F:1])[N:10]=2)=[O:19])[CH2:23][CH2:22]1. (6) Given the reactants [NH:1]1[C:9]2[C:4](=[N:5][C:6]([C:10]([OH:12])=O)=[CH:7][CH:8]=2)[N:3]=[CH:2]1.[CH2:13]1[C@H:22]2[C@H:17]([CH2:18][CH2:19][C:20]3[CH:26]=[CH:25][CH:24]=[CH:23][C:21]=32)[NH:16][CH2:15][CH2:14]1.F[P-](F)(F)(F)(F)F.N1(OC(N(C)C)=[N+](C)C)C2N=CC=CC=2N=N1, predict the reaction product. The product is: [CH2:13]1[C@H:22]2[C@H:17]([CH2:18][CH2:19][C:20]3[CH:26]=[CH:25][CH:24]=[CH:23][C:21]=32)[N:16]([C:10]([C:6]2[N:5]=[C:4]3[N:3]=[CH:2][NH:1][C:9]3=[CH:8][CH:7]=2)=[O:12])[CH2:15][CH2:14]1.